This data is from Full USPTO retrosynthesis dataset with 1.9M reactions from patents (1976-2016). The task is: Predict the reactants needed to synthesize the given product. (1) Given the product [CH3:13][C:14]1[CH:19]=[C:18]([CH3:20])[CH:17]=[CH:16][C:15]=1[C:21]1[N:29]=[C:28]([S:30][CH3:31])[N:27]=[C:26]2[C:22]=1[N:23]=[C:24]([C:6]#[N:9])[NH:25]2, predict the reactants needed to synthesize it. The reactants are: C([Li])CCC.[CH:6]([NH:9]C(C)C)(C)C.[CH3:13][C:14]1[CH:19]=[C:18]([CH3:20])[CH:17]=[CH:16][C:15]=1[C:21]1[N:29]=[C:28]([S:30][CH3:31])[N:27]=[C:26]2[C:22]=1[N:23]=[CH:24][N:25]2C1CCCCO1.C1(C)C=CC(S(C#N)(=O)=O)=CC=1. (2) Given the product [F:29][C:26]1[C:10]([C:11]([NH:13][C:14]2[CH:15]=[N:16][CH:17]=[CH:18][C:19]=2[C:20]2[CH:25]=[CH:24][CH:23]=[CH:22][CH:21]=2)=[O:12])=[CH:9][C:8]([NH:38][C:35]2[CH:34]=[CH:33][C:32]([C:31]([F:39])([F:30])[F:40])=[CH:37][N:36]=2)=[N:28][CH:27]=1, predict the reactants needed to synthesize it. The reactants are: C(=O)([O-])[O-].[K+].[K+].Cl[C:8]1[CH:9]=[C:10]([C:26]([F:29])=[CH:27][N:28]=1)[C:11]([NH:13][C:14]1[CH:15]=[N:16][CH:17]=[CH:18][C:19]=1[C:20]1[CH:25]=[CH:24][CH:23]=[CH:22][CH:21]=1)=[O:12].[F:30][C:31]([F:40])([F:39])[C:32]1[CH:33]=[CH:34][C:35]([NH2:38])=[N:36][CH:37]=1.C1(P(C2CCCCC2)C2C(OC)=CC=C(OC)C=2C2C(C(C)C)=CC(C(C)C)=CC=2C(C)C)CCCCC1.